Dataset: Catalyst prediction with 721,799 reactions and 888 catalyst types from USPTO. Task: Predict which catalyst facilitates the given reaction. (1) Reactant: [OH:1][C:2]1[CH:7]=[CH:6][C:5]([C:8]2[CH:12]=[C:11]([CH2:13][O:14][C:15](=[O:17])[NH2:16])[O:10][N:9]=2)=[CH:4][CH:3]=1.C(=O)([O-])[O-].[K+].[K+].Br[CH:25]([C:27]1[CH:32]=[CH:31][CH:30]=[CH:29][CH:28]=1)[CH3:26]. Product: [C:27]1([CH:25]([O:1][C:2]2[CH:3]=[CH:4][C:5]([C:8]3[CH:12]=[C:11]([CH2:13][O:14][C:15](=[O:17])[NH2:16])[O:10][N:9]=3)=[CH:6][CH:7]=2)[CH3:26])[CH:32]=[CH:31][CH:30]=[CH:29][CH:28]=1. The catalyst class is: 10. (2) Reactant: [C:1]([C:4]1[C:9]([C:10]2[CH:15]=[C:14]([F:16])[CH:13]=[C:12]([F:17])[CH:11]=2)=[C:8]([N:18]2[CH2:22][CH2:21][CH2:20][C:19]2=[O:23])[C:7]([CH3:24])=[C:6]([Cl:25])[CH:5]=1)(=O)[CH3:2].C([O-])(=O)C.[NH4+].C([BH3-])#[N:32].[Na+].O1CCCC1. Product: [NH2:32][CH:1]([C:4]1[C:9]([C:10]2[CH:15]=[C:14]([F:16])[CH:13]=[C:12]([F:17])[CH:11]=2)=[C:8]([N:18]2[CH2:22][CH2:21][CH2:20][C:19]2=[O:23])[C:7]([CH3:24])=[C:6]([Cl:25])[CH:5]=1)[CH3:2]. The catalyst class is: 449. (3) Reactant: [F:1][C:2]1[CH:7]=[C:6]([F:8])[CH:5]=[CH:4][C:3]=1[C:9]1[CH:14]=[CH:13][CH:12]=[C:11]([NH:15][C:16]([C:18]2[N:19](C(OC(C)(C)C)=O)[C:20]3[C:25]([CH:26]=2)=[CH:24][CH:23]=[C:22]([NH:27][S:28](=[O:32])(=[O:31])[NH:29][CH3:30])[CH:21]=3)=[O:17])[CH:10]=1.C(O)(C(F)(F)F)=O.[OH-].[Na+]. Product: [F:1][C:2]1[CH:7]=[C:6]([F:8])[CH:5]=[CH:4][C:3]=1[C:9]1[CH:14]=[CH:13][CH:12]=[C:11]([NH:15][C:16]([C:18]2[NH:19][C:20]3[C:25]([CH:26]=2)=[CH:24][CH:23]=[C:22]([NH:27][S:28](=[O:31])(=[O:32])[NH:29][CH3:30])[CH:21]=3)=[O:17])[CH:10]=1. The catalyst class is: 2. (4) Reactant: [OH:1][CH2:2][C:3]1[N:8]([CH3:9])[C:7]([C:10]2[C:18]3[C:13](=[C:14]([CH2:19][CH:20]=[C:21]([CH3:23])[CH3:22])[CH:15]=[CH:16][CH:17]=3)[NH:12][CH:11]=2)=[C:6]([O:24]CC2C=CC(OC)=CC=2)[C:5](=[O:34])[CH:4]=1.C(C1C(=O)C(Cl)=C(Cl)C(=O)C=1C#N)#N. Product: [OH:24][C:6]1[C:5](=[O:34])[CH:4]=[C:3]([CH2:2][OH:1])[N:8]([CH3:9])[C:7]=1[C:10]1[C:18]2[C:13](=[C:14]([CH2:19][CH:20]=[C:21]([CH3:23])[CH3:22])[CH:15]=[CH:16][CH:17]=2)[NH:12][CH:11]=1. The catalyst class is: 46. (5) Reactant: [Cl:1][C:2]1[CH:7]=[CH:6][C:5]([C:8]2[CH:13]=[CH:12][C:11]([S:14](Cl)(=[O:16])=[O:15])=[CH:10][CH:9]=2)=[CH:4][CH:3]=1.[NH2:18][C:19]1[CH:35]=[CH:34][C:22]2[CH2:23][CH2:24][N:25]([C:28](=[O:33])[C:29]([F:32])([F:31])[F:30])[CH2:26][CH2:27][C:21]=2[CH:20]=1. Product: [Cl:1][C:2]1[CH:7]=[CH:6][C:5]([C:8]2[CH:13]=[CH:12][C:11]([S:14]([NH:18][C:19]3[CH:35]=[CH:34][C:22]4[CH2:23][CH2:24][N:25]([C:28](=[O:33])[C:29]([F:32])([F:30])[F:31])[CH2:26][CH2:27][C:21]=4[CH:20]=3)(=[O:16])=[O:15])=[CH:10][CH:9]=2)=[CH:4][CH:3]=1. The catalyst class is: 272. (6) Reactant: [F:1][C:2]1[CH:7]=[CH:6][C:5]([N:8]2[C:11](=[O:12])[C@H:10]([S:13][CH2:14][C:15]([C:17]3[CH:22]=[CH:21][C:20]([O:23][CH3:24])=[CH:19][CH:18]=3)=[O:16])[C@H:9]2[C:25]2[CH:39]=[CH:38][C:28]([O:29][CH2:30][C:31]([NH:33][CH2:34]C(O)=O)=[O:32])=[CH:27][CH:26]=2)=[CH:4][CH:3]=1.CN1CC[O:44][CH2:43]C1.ON1C2C=CC=CC=2N=N1.CN(C(ON1N=NC2C=CC=CC1=2)=[N+](C)C)C.[B-](F)(F)(F)F.[NH2:79][CH:80]([CH:85]1[CH2:90][CH2:89][CH2:88][CH2:87][CH2:86]1)[CH2:81][C:82]([OH:84])=[O:83]. Product: [CH:85]1([CH:80]([NH:79][C:43](=[O:44])[CH2:34][NH:33][C:31](=[O:32])[CH2:30][O:29][C:28]2[CH:38]=[CH:39][C:25]([C@@H:9]3[C@@H:10]([S:13][CH2:14][C:15]([C:17]4[CH:18]=[CH:19][C:20]([O:23][CH3:24])=[CH:21][CH:22]=4)=[O:16])[C:11](=[O:12])[N:8]3[C:5]3[CH:6]=[CH:7][C:2]([F:1])=[CH:3][CH:4]=3)=[CH:26][CH:27]=2)[CH2:81][C:82]([OH:84])=[O:83])[CH2:90][CH2:89][CH2:88][CH2:87][CH2:86]1. The catalyst class is: 3. (7) Reactant: Cl.[CH3:2][C:3]1[N:4]([CH2:17][CH2:18][CH2:19][C:20]2([CH3:25])OCC[O:21]2)[C:5]2[C:14]3[CH:13]=[CH:12][CH:11]=[CH:10][C:9]=3[N:8]=[C:7]([NH2:15])[C:6]=2[N:16]=1.C(=O)([O-])[O-].[K+].[K+]. Product: [NH2:15][C:7]1[C:6]2[N:16]=[C:3]([CH3:2])[N:4]([CH2:17][CH2:18][CH2:19][C:20](=[O:21])[CH3:25])[C:5]=2[C:14]2[CH:13]=[CH:12][CH:11]=[CH:10][C:9]=2[N:8]=1. The catalyst class is: 229.